Dataset: Reaction yield outcomes from USPTO patents with 853,638 reactions. Task: Predict the reaction yield, written as a fraction of the theoretical maximum amount of product (1.0 means a 100% yield; for example, 0.34 means a 34% yield). (1) The reactants are [CH3:1][S:2]([C:5]1[CH:13]=[CH:12][C:8]([C:9]([OH:11])=O)=[CH:7][CH:6]=1)(=[O:4])=[O:3].[NH2:14][C:15]1[CH:20]=[CH:19][C:18]([Br:21])=[CH:17][N:16]=1.Cl.C(N=C=NCCCN(C)C)C. The catalyst is ClCCl.CN(C)C1C=CN=CC=1.O. The product is [Br:21][C:18]1[CH:19]=[CH:20][C:15]([NH:14][C:9](=[O:11])[C:8]2[CH:7]=[CH:6][C:5]([S:2]([CH3:1])(=[O:3])=[O:4])=[CH:13][CH:12]=2)=[N:16][CH:17]=1. The yield is 0.320. (2) The reactants are [F:1][C:2]([F:11])([F:10])[C:3]1[CH:4]=[CH:5][C:6]([NH2:9])=[N:7][CH:8]=1.C(N(CC)C(C)C)(C)C.Cl[C:22]([O:24][C:25]1[CH:30]=[CH:29][CH:28]=[CH:27][CH:26]=1)=[O:23]. The catalyst is C(Cl)Cl.CCOC(C)=O. The product is [F:11][C:2]([F:1])([F:10])[C:3]1[CH:4]=[CH:5][C:6]([NH:9][C:22](=[O:23])[O:24][C:25]2[CH:30]=[CH:29][CH:28]=[CH:27][CH:26]=2)=[N:7][CH:8]=1. The yield is 0.690. (3) The reactants are F[C:2]1[CH:9]=[CH:8][C:5]([C:6]#[N:7])=[CH:4][CH:3]=1.[NH:10]1[CH2:15][CH2:14][CH2:13][CH2:12][CH:11]1[CH2:16][OH:17].C([O-])(O)=O.[Na+].O. The catalyst is CN(C=O)C. The product is [OH:17][CH2:16][CH:11]1[CH2:12][CH2:13][CH2:14][CH2:15][N:10]1[C:2]1[CH:9]=[CH:8][C:5]([C:6]#[N:7])=[CH:4][CH:3]=1. The yield is 0.0900. (4) The reactants are [CH2:1]([O:4][C:5]1([CH3:34])[CH2:10][CH2:9][N:8]([C:11]2[N:16]3[N:17]=[C:18]([CH2:20]I)[CH:19]=[C:15]3[N:14]=[C:13]([CH3:22])[C:12]=2[C@H:23]([O:29][C:30]([CH3:33])([CH3:32])[CH3:31])[C:24]([O:26][CH2:27][CH3:28])=[O:25])[CH2:7][CH2:6]1)[CH:2]=[CH2:3].[CH2:35]([C:38]1[CH:43]=[C:42]([F:44])[CH:41]=[CH:40][C:39]=1[CH2:45][OH:46])[CH:36]=[CH2:37].[H-].[Na+]. The catalyst is CN(C=O)C. The product is [CH2:35]([C:38]1[CH:43]=[C:42]([F:44])[CH:41]=[CH:40][C:39]=1[CH2:45][O:46][CH2:20][C:18]1[CH:19]=[C:15]2[N:14]=[C:13]([CH3:22])[C:12]([C@H:23]([O:29][C:30]([CH3:33])([CH3:32])[CH3:31])[C:24]([O:26][CH2:27][CH3:28])=[O:25])=[C:11]([N:8]3[CH2:9][CH2:10][C:5]([O:4][CH2:1][CH:2]=[CH2:3])([CH3:34])[CH2:6][CH2:7]3)[N:16]2[N:17]=1)[CH:36]=[CH2:37]. The yield is 0.438. (5) The yield is 0.720. The catalyst is CN(C)C=O. The reactants are [Cl:1][C:2]1[CH:3]=[C:4]([CH:15]=[CH:16][C:17]=1[C:18]([O:20][CH3:21])=[O:19])[C:5]([O:7]N1C(=O)CCC1=O)=O.[CH3:22][O:23][C:24]1[CH:25]=[C:26]([CH:29]=[C:30]([O:32][CH3:33])[CH:31]=1)[CH2:27][NH2:28].C(N(CC)CC)C. The product is [Cl:1][C:2]1[CH:3]=[C:4]([C:5]([NH:28][CH2:27][C:26]2[CH:29]=[C:30]([O:32][CH3:33])[CH:31]=[C:24]([O:23][CH3:22])[CH:25]=2)=[O:7])[CH:15]=[CH:16][C:17]=1[C:18]([O:20][CH3:21])=[O:19].